This data is from Forward reaction prediction with 1.9M reactions from USPTO patents (1976-2016). The task is: Predict the product of the given reaction. (1) Given the reactants Cl.[CH3:2][O:3][C:4](=[O:11])[C@H:5]([CH2:7][CH:8]([CH3:10])[CH3:9])[NH2:6].C(N(CC)CC)C, predict the reaction product. The product is: [CH3:2][O:3][C:4](=[O:11])[C@H:5]([CH2:7][CH:8]([CH3:10])[CH3:9])[NH2:6]. (2) Given the reactants [C:1]([C:3]1[CH:4]=[C:5]([NH:14][C:15]([O:17][CH2:18][CH2:19][C:20]2[CH:25]=[CH:24][C:23](B(O)O)=[CH:22][CH:21]=2)=[O:16])[CH:6]=[CH:7][C:8]=1[S:9]([CH2:12][CH3:13])(=[O:11])=[O:10])#[N:2].[NH2:29][C:30]1[CH:31]=[C:32]2[C:37](=[CH:38][CH:39]=1)[C:36]([N:40]([C:48]([O:50][C:51]([CH3:54])([CH3:53])[CH3:52])=[O:49])[C:41]([O:43][C:44]([CH3:47])([CH3:46])[CH3:45])=[O:42])=[N:35][CH:34]=[CH:33]2.O.[C:56]([OH:60])(=[O:59])[CH:57]=O, predict the reaction product. The product is: [C:51]([O:50][C:48]([N:40]([C:41]([O:43][C:44]([CH3:45])([CH3:46])[CH3:47])=[O:42])[C:36]1[C:37]2[C:32](=[CH:31][C:30]([NH:29][CH:57]([C:23]3[CH:24]=[CH:25][C:20]([CH2:19][CH2:18][O:17][C:15](=[O:16])[NH:14][C:5]4[CH:6]=[CH:7][C:8]([S:9]([CH2:12][CH3:13])(=[O:11])=[O:10])=[C:3]([C:1]#[N:2])[CH:4]=4)=[CH:21][CH:22]=3)[C:56]([OH:60])=[O:59])=[CH:39][CH:38]=2)[CH:33]=[CH:34][N:35]=1)=[O:49])([CH3:54])([CH3:53])[CH3:52]. (3) Given the reactants Br[C:2]1[CH:7]=[CH:6][C:5]([N+:8]([O-:10])=[O:9])=[CH:4][C:3]=1[O:11][CH3:12].Br[Zn][C:15]1[CH:20]=[CH:19][CH:18]=[CH:17][N:16]=1, predict the reaction product. The product is: [CH3:12][O:11][C:3]1[CH:4]=[C:5]([N+:8]([O-:10])=[O:9])[CH:6]=[CH:7][C:2]=1[C:15]1[CH:20]=[CH:19][CH:18]=[CH:17][N:16]=1.